From a dataset of Full USPTO retrosynthesis dataset with 1.9M reactions from patents (1976-2016). Predict the reactants needed to synthesize the given product. (1) Given the product [CH3:15][O:14][C:8]1[C:9](=[O:13])[N:10]([CH3:12])[NH:11][C:6](=[O:32])[C:7]=1[C:16]1[CH:21]=[CH:20][C:19]([C:22]([F:25])([F:23])[F:24])=[CH:18][C:17]=1[S:26]([CH3:29])(=[O:27])=[O:28], predict the reactants needed to synthesize it. The reactants are: N([O-])=O.[Na+].N[C:6]1[C:7]([C:16]2[CH:21]=[CH:20][C:19]([C:22]([F:25])([F:24])[F:23])=[CH:18][C:17]=2[S:26]([CH3:29])(=[O:28])=[O:27])=[C:8]([O:14][CH3:15])[C:9](=[O:13])[N:10]([CH3:12])[N:11]=1.C(O)(=[O:32])C. (2) Given the product [CH3:1][CH:2]1[CH2:6][CH2:5][CH2:4][N:3]1[C:7]1[N:12]=[C:11]([NH:13][C:14]2[C:15]3[N:16]([CH:30]=[CH:31][N:32]=3)[N:17]=[C:18]([C:20]3[CH:29]=[CH:28][C:23]([C:24]([OH:26])=[O:25])=[CH:22][CH:21]=3)[CH:19]=2)[CH:10]=[CH:9][CH:8]=1, predict the reactants needed to synthesize it. The reactants are: [CH3:1][CH:2]1[CH2:6][CH2:5][CH2:4][N:3]1[C:7]1[N:12]=[C:11]([NH:13][C:14]2[C:15]3[N:16]([CH:30]=[CH:31][N:32]=3)[N:17]=[C:18]([C:20]3[CH:29]=[CH:28][C:23]([C:24]([O:26]C)=[O:25])=[CH:22][CH:21]=3)[CH:19]=2)[CH:10]=[CH:9][CH:8]=1.[OH-].[Na+]. (3) Given the product [Br:13][C:4]1[CH:5]=[C:6]([C:8]([F:10])([F:11])[F:9])[CH:7]=[C:2]([F:1])[C:3]=1[OH:12], predict the reactants needed to synthesize it. The reactants are: [F:1][C:2]1[CH:7]=[C:6]([C:8]([F:11])([F:10])[F:9])[CH:5]=[CH:4][C:3]=1[OH:12].[Br:13]Br.S([O-])([O-])(=O)=S.[Na+].[Na+]. (4) Given the product [OH:25][C:24]1[C:19](=[O:18])[NH:20][CH:21]=[C:22]([S:27][CH2:28][C:29]2[CH:34]=[CH:33][C:32]([CH3:35])=[CH:31][CH:30]=2)[CH:23]=1, predict the reactants needed to synthesize it. The reactants are: C(SC1C=C(O)C(=O)NC=1)C1C=CC=CC=1.C[O:18][C:19]1[C:24]([O:25]C)=[CH:23][C:22]([S:27][CH2:28][C:29]2[CH:34]=[CH:33][C:32]([CH3:35])=[CH:31][CH:30]=2)=[CH:21][N:20]=1. (5) The reactants are: [OH:1][C:2]1[C:9]([N+:10]([O-:12])=[O:11])=[CH:8][C:5]([C:6]#[N:7])=[CH:4][C:3]=1I.C(=O)([O-])[O-].[K+].[K+].[C:20](B(O)O)([CH3:22])=[CH2:21]. Given the product [OH:1][C:2]1[C:3](/[CH:21]=[CH:20]/[CH3:22])=[CH:4][C:5]([C:6]#[N:7])=[CH:8][C:9]=1[N+:10]([O-:12])=[O:11], predict the reactants needed to synthesize it. (6) Given the product [CH2:1]([O:5][C:6]1[C:15]2[C:10](=[CH:11][C:12]([F:16])=[CH:13][CH:14]=2)[C:9](=[O:17])[N:8]([CH2:18][C:19]([CH3:22])([CH3:21])[CH3:20])[C:7]=1[CH2:23][OH:24])[CH2:2][CH2:3][CH3:4], predict the reactants needed to synthesize it. The reactants are: [CH2:1]([O:5][C:6]1[C:15]2[C:10](=[CH:11][C:12]([F:16])=[CH:13][CH:14]=2)[C:9](=[O:17])[N:8]([CH2:18][C:19]([CH3:22])([CH3:21])[CH3:20])[C:7]=1[C:23](O)=[O:24])[CH2:2][CH2:3][CH3:4].C(Cl)(=O)C(Cl)=O.[BH4-].[Na+].Cl. (7) The reactants are: [CH3:1][C:2]1[C:7]([C:8]#N)=[CH:6][N:5]=[CH:4][CH:3]=1.Cl.[OH-:11].[Na+].[CH3:13]COCC. Given the product [C:8]([C:7]1[CH:6]=[N:5][CH:4]=[CH:3][C:2]=1[CH3:1])(=[O:11])[CH3:13], predict the reactants needed to synthesize it. (8) Given the product [CH3:32][C:26]1[C:27]([CH3:31])=[CH:28][CH:29]=[CH:30][C:25]=1/[CH:21]=[CH:20]/[C:18]1[CH:17]=[CH:16][C:8]([C:9]([O:11][C:12]([CH3:15])([CH3:13])[CH3:14])=[O:10])=[C:7]([NH:6][C:5]2[CH:22]=[CH:23][C:2]([F:1])=[CH:3][CH:4]=2)[CH:19]=1, predict the reactants needed to synthesize it. The reactants are: [F:1][C:2]1[CH:23]=[CH:22][C:5]([NH:6][C:7]2[CH:19]=[C:18]([CH:20]=[CH2:21])[CH:17]=[CH:16][C:8]=2[C:9]([O:11][C:12]([CH3:15])([CH3:14])[CH3:13])=[O:10])=[CH:4][CH:3]=1.Br[C:25]1[CH:30]=[CH:29][CH:28]=[C:27]([CH3:31])[C:26]=1[CH3:32].C(N(CCCC)CCCC)CCC.F[B-](F)(F)F.C(P(C(C)(C)C)C(C)(C)C)(C)(C)C.C(O)(=O)CC(CC(O)=O)(C(O)=O)O. (9) Given the product [Br:1][C:2]1[CH:3]=[N:4][C:5]([C:16]2([OH:19])[CH2:17][CH2:18][O:14][CH2:15]2)=[N:6][CH:7]=1, predict the reactants needed to synthesize it. The reactants are: [Br:1][C:2]1[CH:3]=[N:4][C:5](I)=[N:6][CH:7]=1.C([Li])CCC.[O:14]1[CH2:18][CH2:17][C:16](=[O:19])[CH2:15]1. (10) Given the product [CH3:25][C:23]1[CH:24]=[C:11]2[C:12]([C:13]([C:15]3[CH:20]=[CH:19][CH:18]=[CH:17][CH:16]=3)=[CH:2][C:1]([C:4]3[S:5][C:6]([CH3:9])=[CH:7][CH:8]=3)=[N:10]2)=[CH:21][CH:22]=1, predict the reactants needed to synthesize it. The reactants are: [C:1]([C:4]1[S:5][C:6]([CH3:9])=[CH:7][CH:8]=1)(=O)[CH3:2].[NH2:10][C:11]1[CH:24]=[C:23]([CH3:25])[CH:22]=[CH:21][C:12]=1[C:13]([C:15]1[CH:20]=[CH:19][CH:18]=[CH:17][CH:16]=1)=O.